This data is from Peptide-MHC class II binding affinity with 134,281 pairs from IEDB. The task is: Regression. Given a peptide amino acid sequence and an MHC pseudo amino acid sequence, predict their binding affinity value. This is MHC class II binding data. (1) The peptide sequence is YDKFLALVSTVLTGK. The MHC is DRB3_0202 with pseudo-sequence DRB3_0202. The binding affinity (normalized) is 0.505. (2) The peptide sequence is PVTGCGERTEGRCLHYTV. The MHC is DRB4_0101 with pseudo-sequence DRB4_0103. The binding affinity (normalized) is 0.